Dataset: NCI-60 drug combinations with 297,098 pairs across 59 cell lines. Task: Regression. Given two drug SMILES strings and cell line genomic features, predict the synergy score measuring deviation from expected non-interaction effect. (1) Drug 1: CC1=C(C=C(C=C1)C(=O)NC2=CC(=CC(=C2)C(F)(F)F)N3C=C(N=C3)C)NC4=NC=CC(=N4)C5=CN=CC=C5. Drug 2: CS(=O)(=O)OCCCCOS(=O)(=O)C. Cell line: 786-0. Synergy scores: CSS=0.135, Synergy_ZIP=1.30, Synergy_Bliss=4.22, Synergy_Loewe=-0.222, Synergy_HSA=-0.0944. (2) Drug 1: CCC1(CC2CC(C3=C(CCN(C2)C1)C4=CC=CC=C4N3)(C5=C(C=C6C(=C5)C78CCN9C7C(C=CC9)(C(C(C8N6C=O)(C(=O)OC)O)OC(=O)C)CC)OC)C(=O)OC)O.OS(=O)(=O)O. Drug 2: CC1=C(C=C(C=C1)C(=O)NC2=CC(=CC(=C2)C(F)(F)F)N3C=C(N=C3)C)NC4=NC=CC(=N4)C5=CN=CC=C5. Cell line: SR. Synergy scores: CSS=-5.99, Synergy_ZIP=2.64, Synergy_Bliss=1.25, Synergy_Loewe=-7.07, Synergy_HSA=-6.48. (3) Drug 1: CC(C)(C#N)C1=CC(=CC(=C1)CN2C=NC=N2)C(C)(C)C#N. Drug 2: C1C(C(OC1N2C=NC(=NC2=O)N)CO)O. Cell line: ACHN. Synergy scores: CSS=14.1, Synergy_ZIP=-4.20, Synergy_Bliss=0.454, Synergy_Loewe=0.644, Synergy_HSA=2.06. (4) Synergy scores: CSS=9.96, Synergy_ZIP=-2.90, Synergy_Bliss=0.183, Synergy_Loewe=-0.453, Synergy_HSA=-0.486. Drug 2: C1C(C(OC1N2C=NC(=NC2=O)N)CO)O. Cell line: IGROV1. Drug 1: C1CN1P(=S)(N2CC2)N3CC3. (5) Drug 1: CC1=CC=C(C=C1)C2=CC(=NN2C3=CC=C(C=C3)S(=O)(=O)N)C(F)(F)F. Drug 2: CCCCCOC(=O)NC1=NC(=O)N(C=C1F)C2C(C(C(O2)C)O)O. Cell line: CCRF-CEM. Synergy scores: CSS=6.98, Synergy_ZIP=-0.755, Synergy_Bliss=3.31, Synergy_Loewe=1.56, Synergy_HSA=1.93. (6) Drug 1: CN1C(=O)N2C=NC(=C2N=N1)C(=O)N. Drug 2: CC1CCC2CC(C(=CC=CC=CC(CC(C(=O)C(C(C(=CC(C(=O)CC(OC(=O)C3CCCCN3C(=O)C(=O)C1(O2)O)C(C)CC4CCC(C(C4)OC)OCCO)C)C)O)OC)C)C)C)OC. Cell line: MDA-MB-435. Synergy scores: CSS=1.87, Synergy_ZIP=0.0784, Synergy_Bliss=-1.60, Synergy_Loewe=-13.7, Synergy_HSA=-5.65. (7) Drug 1: CC12CCC3C(C1CCC2=O)CC(=C)C4=CC(=O)C=CC34C. Drug 2: CCN(CC)CCNC(=O)C1=C(NC(=C1C)C=C2C3=C(C=CC(=C3)F)NC2=O)C. Cell line: SF-268. Synergy scores: CSS=52.8, Synergy_ZIP=2.88, Synergy_Bliss=2.38, Synergy_Loewe=-1.28, Synergy_HSA=-1.84.